From a dataset of Reaction yield outcomes from USPTO patents with 853,638 reactions. Predict the reaction yield, written as a fraction of the theoretical maximum amount of product (1.0 means a 100% yield; for example, 0.34 means a 34% yield). (1) The reactants are C([O:9][C@H:10]1[C@:14]([F:16])([CH3:15])[C@H:13]([N:17]2[CH:25]=[N:24][C:23]3[C:18]2=[N:19][C:20]([NH2:27])=[N:21][C:22]=3Cl)[O:12][C@@H:11]1[CH2:28][O:29]C(=O)C1C=CC=CC=1)(=O)C1C=CC=CC=1.[CH3:38][OH:39].C[O-].[Na+]. The yield is 0.980. The product is [NH2:27][C:20]1[N:19]=[C:18]2[C:23]([N:24]=[CH:25][N:17]2[C@@H:13]2[O:12][C@H:11]([CH2:28][OH:29])[C@@H:10]([OH:9])[C@:14]2([F:16])[CH3:15])=[C:22]([O:39][CH3:38])[N:21]=1. The catalyst is C(O)(=O)C. (2) The reactants are [Si:1]([O:8][CH2:9][CH2:10][C:11]1([CH2:14]O)[CH2:13][CH2:12]1)([C:4]([CH3:7])([CH3:6])[CH3:5])([CH3:3])[CH3:2].CCN(CC)CC.CS(Cl)(=O)=O.[C:28]1(=[O:38])[NH:32][C:31](=[O:33])[C:30]2=[CH:34][CH:35]=[CH:36][CH:37]=[C:29]12.[K]. The catalyst is C(Cl)Cl.C(OCC)(=O)C.[Cl-].[Na+].O.O. The product is [Si:1]([O:8][CH2:9][CH2:10][C:11]1([CH2:14][N:32]2[C:28](=[O:38])[C:29]3[C:30](=[CH:34][CH:35]=[CH:36][CH:37]=3)[C:31]2=[O:33])[CH2:12][CH2:13]1)([C:4]([CH3:5])([CH3:6])[CH3:7])([CH3:2])[CH3:3]. The yield is 0.380. (3) The reactants are [H-].[Na+].[C:3]([C:5]1[C:10]([C:11]2[NH:15][CH:14]=[C:13]([CH2:16][N:17]([CH3:25])[C:18](=[O:24])[O:19][C:20]([CH3:23])([CH3:22])[CH3:21])[CH:12]=2)=[CH:9][CH:8]=[CH:7][N:6]=1)#[N:4].C1OCCOCCOCCOCCOC1.[O:41]1[CH:45]=[CH:44][C:43]([S:46](Cl)(=[O:48])=[O:47])=[CH:42]1.[Cl-].[NH4+]. The catalyst is O1CCCC1. The product is [C:3]([C:5]1[C:10]([C:11]2[N:15]([S:46]([C:43]3[CH:44]=[CH:45][O:41][CH:42]=3)(=[O:48])=[O:47])[CH:14]=[C:13]([CH2:16][N:17]([CH3:25])[C:18](=[O:24])[O:19][C:20]([CH3:21])([CH3:22])[CH3:23])[CH:12]=2)=[CH:9][CH:8]=[CH:7][N:6]=1)#[N:4]. The yield is 0.820. (4) The reactants are C(OC([N:8]1[CH2:13][CH2:12][CH:11]([CH:14]([NH2:22])[C:15]2[CH:20]=[CH:19][C:18]([Cl:21])=[CH:17][CH:16]=2)[CH2:10][CH2:9]1)=O)(C)(C)C.Cl. The catalyst is CO. The product is [ClH:21].[Cl:21][C:18]1[CH:19]=[CH:20][C:15]([CH:14]([NH2:22])[CH:11]2[CH2:12][CH2:13][NH:8][CH2:9][CH2:10]2)=[CH:16][CH:17]=1. The yield is 0.990. (5) The reactants are O1[C:5]2([CH2:10][CH2:9][CH:8]([O:11][CH2:12][C:13]([CH3:16])([OH:15])[CH3:14])[CH2:7][CH2:6]2)[O:4]CC1.Cl.CC(C)=O. The catalyst is O. The product is [OH:15][C:13]([CH3:16])([CH3:14])[CH2:12][O:11][CH:8]1[CH2:9][CH2:10][C:5](=[O:4])[CH2:6][CH2:7]1. The yield is 0.730. (6) The reactants are [Cl-].O[NH3+:3].[C:4](=[O:7])([O-])[OH:5].[Na+].CS(C)=O.[CH2:13]([C:17]1[N:21]([CH2:22][C:23]2[CH:28]=[CH:27][C:26]([C:29]3[C:30]([C:35]#[N:36])=[CH:31][CH:32]=[CH:33][CH:34]=3)=[CH:25][CH:24]=2)[C:20](=[O:37])[N:19]([CH2:38][C:39]([CH3:42])([CH3:41])[CH3:40])[N:18]=1)[CH2:14][CH2:15][CH3:16]. The catalyst is C(OCC)(=O)C. The product is [CH2:13]([C:17]1[N:21]([CH2:22][C:23]2[CH:28]=[CH:27][C:26]([C:29]3[CH:34]=[CH:33][CH:32]=[CH:31][C:30]=3[C:35]3[NH:3][C:4](=[O:7])[O:5][N:36]=3)=[CH:25][CH:24]=2)[C:20](=[O:37])[N:19]([CH2:38][C:39]([CH3:41])([CH3:40])[CH3:42])[N:18]=1)[CH2:14][CH2:15][CH3:16]. The yield is 0.720. (7) The reactants are [Br:1][C:2]1[CH:7]=[CH:6][C:5](SCOC)=[CH:4][CH:3]=1.O[O:13][S:14]([O-:16])=O.[K+].C1[CH2:22][O:21][CH2:20]C1.O. The catalyst is O. The product is [Br:1][C:2]1[CH:7]=[CH:6][C:5]([S:14]([CH2:20][O:21][CH3:22])(=[O:16])=[O:13])=[CH:4][CH:3]=1. The yield is 0.920. (8) The reactants are [H-].[H-].[H-].[H-].[Li+].[Al+3].C([O:9][C:10](=O)[C:11]([CH3:39])([CH3:38])[CH2:12][CH2:13][CH2:14][CH2:15][CH2:16][CH:17]([O:31][CH:32]1[CH2:37][CH2:36][CH2:35][CH2:34][O:33]1)[CH2:18][CH2:19][CH2:20][CH2:21][CH2:22][C:23]([CH3:30])([CH3:29])[C:24](OCC)=[O:25])C.O.[OH-].[Na+]. The catalyst is CC(OC)(C)C. The product is [CH3:38][C:11]([CH3:39])([CH2:12][CH2:13][CH2:14][CH2:15][CH2:16][CH:17]([O:31][CH:32]1[CH2:37][CH2:36][CH2:35][CH2:34][O:33]1)[CH2:18][CH2:19][CH2:20][CH2:21][CH2:22][C:23]([CH3:29])([CH3:30])[CH2:24][OH:25])[CH2:10][OH:9]. The yield is 0.900.